From a dataset of Forward reaction prediction with 1.9M reactions from USPTO patents (1976-2016). Predict the product of the given reaction. (1) Given the reactants [CH2:1]([C:5]1=[CH:6][N:7]([C:23]([CH3:26])([CH3:25])[CH3:24])[S:8]/[C:9]/1=[N:10]\[C:11](=[O:22])[C:12]1[CH:17]=[C:16]([C:18]#[N:19])[CH:15]=[CH:14][C:13]=1[O:20][CH3:21])[CH2:2][CH2:3][CH3:4].S(=O)(=O)(O)[OH:28].C([O-])([O-])=O.[Na+].[Na+], predict the reaction product. The product is: [CH2:1]([C:5]1=[CH:6][N:7]([C:23]([CH3:25])([CH3:24])[CH3:26])[S:8]/[C:9]/1=[N:10]\[C:11](=[O:22])[C:12]1[CH:17]=[C:16]([CH:15]=[CH:14][C:13]=1[O:20][CH3:21])[C:18]([NH2:19])=[O:28])[CH2:2][CH2:3][CH3:4]. (2) Given the reactants [NH2:1][C@@H:2]([C:10](=[O:25])[NH:11][C:12]1[CH:17]=[CH:16][C:15]([N:18]2[CH2:23][CH2:22][O:21][CH2:20][C:19]2=[O:24])=[CH:14][CH:13]=1)[CH2:3][P:4](=[O:9])([O:7][CH3:8])[O:5][CH3:6].[Cl:26][C:27]1[CH:32]=[CH:31][C:30]([N:33]=[C:34]=[O:35])=[CH:29][CH:28]=1, predict the reaction product. The product is: [Cl:26][C:27]1[CH:32]=[CH:31][C:30]([NH:33][C:34](=[O:35])[NH:1][C@H:2]([CH2:3][P:4]([O:5][CH3:6])([O:7][CH3:8])=[O:9])[C:10]([NH:11][C:12]2[CH:13]=[CH:14][C:15]([N:18]3[CH2:23][CH2:22][O:21][CH2:20][C:19]3=[O:24])=[CH:16][CH:17]=2)=[O:25])=[CH:29][CH:28]=1. (3) Given the reactants C([N:4]1[C:16]2[CH:15]=[CH:14][C:13](Br)=[CH:12][C:11]=2[C:10]2[C:5]1=[CH:6][CH:7]=[CH:8][CH:9]=2)(=O)C.[C:18]1([NH:28][C:29]2[CH:34]=[CH:33][C:32]([N:35]([C:42]3[CH:47]=[CH:46][CH:45]=[CH:44][CH:43]=3)[C:36]3[CH:41]=[CH:40][CH:39]=[CH:38][CH:37]=3)=[CH:31][CH:30]=2)[C:27]2[C:22](=[CH:23][CH:24]=[CH:25][CH:26]=2)[CH:21]=[CH:20][CH:19]=1, predict the reaction product. The product is: [CH:6]1[C:5]2[NH:4][C:16]3[C:11](=[CH:12][CH:13]=[CH:14][CH:15]=3)[C:10]=2[CH:9]=[C:8]([N:28]([C:18]2[C:27]3[C:22](=[CH:23][CH:24]=[CH:25][CH:26]=3)[CH:21]=[CH:20][CH:19]=2)[C:29]2[CH:34]=[CH:33][C:32]([N:35]([C:42]3[CH:47]=[CH:46][CH:45]=[CH:44][CH:43]=3)[C:36]3[CH:41]=[CH:40][CH:39]=[CH:38][CH:37]=3)=[CH:31][CH:30]=2)[CH:7]=1.